From a dataset of Full USPTO retrosynthesis dataset with 1.9M reactions from patents (1976-2016). Predict the reactants needed to synthesize the given product. (1) Given the product [O:7]=[C:6]1[NH:5][CH:4]=[CH:3][N:8]1[CH2:9][C:10]([O:12][CH2:13][CH3:14])=[O:11], predict the reactants needed to synthesize it. The reactants are: CO[CH:3](OC)[CH2:4][NH:5][C:6]([NH:8][CH2:9][C:10]([O:12][CH2:13][CH3:14])=[O:11])=[O:7].N(CC(OCC)=O)=C=O.COC(OC)CN. (2) Given the product [C:1]([NH:4][CH2:5][CH2:6][CH2:7][S:8]([O:11][CH2:12][C:13]([CH3:25])([CH3:26])[C@@H:14]([O:17][CH2:18][C:19]1[CH:20]=[CH:21][CH:22]=[CH:23][CH:24]=1)[CH:15]=[O:27])(=[O:9])=[O:10])(=[O:3])[CH3:2], predict the reactants needed to synthesize it. The reactants are: [C:1]([NH:4][CH2:5][CH2:6][CH2:7][S:8]([O:11][CH2:12][C:13]([CH3:26])([CH3:25])[C@@H:14]([O:17][CH2:18][C:19]1[CH:24]=[CH:23][CH:22]=[CH:21][CH:20]=1)[CH:15]=C)(=[O:10])=[O:9])(=[O:3])[CH3:2].[O:27]=[O+][O-].CSC. (3) The reactants are: [Br:1][C:2]1[CH:7]=[CH:6][C:5]([NH:8][C:9](=[O:11])[CH3:10])=[CH:4][C:3]=1[N+:12]([O-])=O. Given the product [NH2:12][C:3]1[CH:4]=[C:5]([NH:8][C:9](=[O:11])[CH3:10])[CH:6]=[CH:7][C:2]=1[Br:1], predict the reactants needed to synthesize it.